From a dataset of Reaction yield outcomes from USPTO patents with 853,638 reactions. Predict the reaction yield, written as a fraction of the theoretical maximum amount of product (1.0 means a 100% yield; for example, 0.34 means a 34% yield). The reactants are [NH2:1][C:2]1[CH:7]=[CH:6][CH:5]=[C:4]([NH:8][C:9]([NH:11][C:12]2[CH:17]=[CH:16][C:15]([Cl:18])=[CH:14][C:13]=2[Cl:19])=S)[C:3]=1[NH:20][CH2:21][CH2:22][C:23]([O:25][CH2:26][CH3:27])=[O:24].Cl.C(N=C=NCCCN(C)C)C. The catalyst is O1CCCC1.C(OCC)(=O)C. The product is [NH2:1][C:2]1[C:3]2[N:20]([CH2:21][CH2:22][C:23]([O:25][CH2:26][CH3:27])=[O:24])[C:9]([NH:11][C:12]3[CH:17]=[CH:16][C:15]([Cl:18])=[CH:14][C:13]=3[Cl:19])=[N:8][C:4]=2[CH:5]=[CH:6][CH:7]=1. The yield is 0.760.